Task: Predict the product of the given reaction.. Dataset: Forward reaction prediction with 1.9M reactions from USPTO patents (1976-2016) Given the reactants [CH:1]1([O:4][C:5]2[C:6]([N+:14]([O-])=O)=[C:7]([CH:11]=[CH:12][CH:13]=2)[C:8]([OH:10])=[O:9])[CH2:3][CH2:2]1, predict the reaction product. The product is: [NH2:14][C:6]1[C:5]([O:4][CH:1]2[CH2:2][CH2:3]2)=[CH:13][CH:12]=[CH:11][C:7]=1[C:8]([OH:10])=[O:9].